This data is from Catalyst prediction with 721,799 reactions and 888 catalyst types from USPTO. The task is: Predict which catalyst facilitates the given reaction. (1) Reactant: FC(F)(F)S(O[C:7]1[CH:16]=[CH:15][C:10]([C:11]([O:13][CH3:14])=[O:12])=[CH:9][C:8]=1[C:17]([O:19][CH3:20])=[O:18])(=O)=O.CN(C=O)C.[F:28][C:29]1[CH:34]=[CH:33][CH:32]=[CH:31][C:30]=1B(O)O.C(=O)([O-])[O-].[K+].[K+]. Product: [F:28][C:29]1[CH:34]=[CH:33][CH:32]=[CH:31][C:30]=1[C:7]1[C:8]([C:17]([O:19][CH3:20])=[O:18])=[CH:9][C:10]([C:11]([O:13][CH3:14])=[O:12])=[CH:15][CH:16]=1. The catalyst class is: 257. (2) Reactant: [NH2:1][C:2]1[CH:3]=[C:4]([NH:8][C:9](=[O:15])[O:10][C:11]([CH3:14])([CH3:13])[CH3:12])[CH:5]=[CH:6][CH:7]=1.[Cl:16][C:17]1[CH:27]=[CH:26][CH:25]=[CH:24][C:18]=1[CH:19]=[CH:20][C:21](O)=[O:22].ClCCl.Cl.CN(C)CCCN=C=NCC. Product: [C:11]([O:10][C:9]([NH:8][C:4]1[CH:3]=[C:2]([NH:1][C:21](=[O:22])[CH:20]=[CH:19][C:18]2[CH:24]=[CH:25][CH:26]=[CH:27][C:17]=2[Cl:16])[CH:7]=[CH:6][CH:5]=1)=[O:15])([CH3:12])([CH3:14])[CH3:13]. The catalyst class is: 768.